Task: Predict the reactants needed to synthesize the given product.. Dataset: Full USPTO retrosynthesis dataset with 1.9M reactions from patents (1976-2016) (1) Given the product [C:18]([N:7]1[C@@H:6]([CH3:8])[CH2:5][N:4]([C:9]2[CH:10]=[CH:11][C:12]([N+:15]([O-:17])=[O:16])=[CH:13][CH:14]=2)[CH2:3][C@H:2]1[CH3:1])(=[O:20])[CH3:19], predict the reactants needed to synthesize it. The reactants are: [CH3:1][C@H:2]1[NH:7][C@@H:6]([CH3:8])[CH2:5][N:4]([C:9]2[CH:14]=[CH:13][C:12]([N+:15]([O-:17])=[O:16])=[CH:11][CH:10]=2)[CH2:3]1.[C:18](Cl)(=[O:20])[CH3:19]. (2) Given the product [OH:51][NH:50][C:60](=[O:59])/[CH:61]=[CH:62]/[C:63]1[CH:58]=[CH:13][CH:12]=[C:11](/[CH:15]=[CH:16]/[C:17]([C:19]2[CH:24]=[CH:23][CH:22]=[C:21]([N:25]3[CH2:30][CH2:29][N:28]([CH:31]([CH3:33])[CH3:32])[CH2:27][CH2:26]3)[CH:20]=2)=[O:18])[N:10]=1.[F:38][C:37]([F:40])([F:39])[C:35]([O-:41])=[O:36], predict the reactants needed to synthesize it. The reactants are: C(OC(=O)/C=C/C1C=[CH:13][CH:12]=[C:11](/[CH:15]=[CH:16]/[C:17]([C:19]2[CH:24]=[CH:23][CH:22]=[C:21]([N:25]3[CH2:30][CH2:29][N:28]([CH:31]([CH3:33])[CH3:32])[CH2:27][CH2:26]3)[CH:20]=2)=[O:18])[N:10]=1)(C)(C)C.[C:35]([OH:41])([C:37]([F:40])([F:39])[F:38])=[O:36].C1C=CC2[N:50]([OH:51])N=NC=2C=1.C(Cl)CCl.NO[CH:58]1[CH2:63][CH2:62][CH2:61][CH2:60][O:59]1. (3) Given the product [F:33][C:19]1[CH:20]=[C:21]([CH2:22][N:23]2[CH2:26][CH:25]([C:27]([O:29][CH3:30])=[O:28])[CH2:24]2)[CH:31]=[CH:32][C:18]=1[C:16]1[O:14][C:11]2=[N:12][CH:13]=[C:8]([CH2:1][C:2]3[CH:7]=[CH:6][CH:5]=[CH:4][CH:3]=3)[CH:9]=[C:10]2[CH:17]=1, predict the reactants needed to synthesize it. The reactants are: [CH2:1]([C:8]1[CH:9]=[C:10](I)[C:11]([OH:14])=[N:12][CH:13]=1)[C:2]1[CH:7]=[CH:6][CH:5]=[CH:4][CH:3]=1.[C:16]([C:18]1[CH:32]=[CH:31][C:21]([CH2:22][N:23]2[CH2:26][CH:25]([C:27]([O:29][CH3:30])=[O:28])[CH2:24]2)=[CH:20][C:19]=1[F:33])#[CH:17]. (4) Given the product [CH2:40]([O:39][CH:38]([CH2:62][C:6]1[CH:9]=[CH:10][C:11]([O:12][CH2:13][CH2:14][C:15]2[N:16]=[C:17]([C:21]3[CH:22]=[CH:23][CH:24]=[CH:25][CH:26]=3)[O:18][C:19]=2[CH3:20])=[C:4]([CH2:1][CH2:2][CH3:3])[CH:5]=1)[C:36]([OH:35])=[O:37])[CH3:41], predict the reactants needed to synthesize it. The reactants are: [CH2:1]([C:4]1[CH:5]=[C:6]([CH:9]=[CH:10][C:11]=1[O:12][CH2:13][CH2:14][C:15]1[N:16]=[C:17]([C:21]2[CH:26]=[CH:25][CH:24]=[CH:23][CH:22]=2)[O:18][C:19]=1[CH3:20])C=O)[CH:2]=[CH2:3].[Cl-].C([O:35][C:36]([CH:38]([P+](C1C=CC=CC=1)(C1C=CC=CC=1)C1C=CC=CC=1)[O:39][CH2:40][CH3:41])=[O:37])C1C=CC=CC=1.[Cl-].[CH2:62](OC(C([P+](C1C=CC=CC=1)(C1C=CC=CC=1)C1C=CC=CC=1)OC)=O)C1C=CC=CC=1.